From a dataset of Reaction yield outcomes from USPTO patents with 853,638 reactions. Predict the reaction yield, written as a fraction of the theoretical maximum amount of product (1.0 means a 100% yield; for example, 0.34 means a 34% yield). (1) The reactants are [NH2:1][C:2]([C@@H:4]1[CH2:9][CH2:8][CH2:7][CH2:6][N:5]1C(OC(C)(C)C)=O)=[O:3].O1CCOCC1. No catalyst specified. The product is [NH:5]1[CH2:6][CH2:7][CH2:8][CH2:9][C@H:4]1[C:2]([NH2:1])=[O:3]. The yield is 1.00. (2) The reactants are [CH:1]1([C:6](=[O:10])[CH2:7][C:8]#[N:9])[CH2:5][CH2:4][CH2:3][CH2:2]1.[CH2:11](O)[CH2:12][OH:13].Cl[Si](C)(C)C. No catalyst specified. The product is [CH:1]1([C:6]2([CH2:7][C:8]#[N:9])[O:13][CH2:12][CH2:11][O:10]2)[CH2:5][CH2:4][CH2:3][CH2:2]1. The yield is 0.600. (3) The yield is 0.650. The reactants are [H-].[Na+].[CH2:3]([O:6][C:7]1[CH:11]=[C:10]([CH2:12][CH2:13][C:14]([O:16][CH2:17][CH3:18])=[O:15])[NH:9][N:8]=1)[CH2:4][CH3:5].[Cl:19][C:20]1[CH:27]=[CH:26][C:23]([CH2:24]Cl)=[CH:22][CH:21]=1.O. The product is [Cl:19][C:20]1[CH:27]=[CH:26][C:23]([CH2:24][N:9]2[C:10]([CH2:12][CH2:13][C:14]([O:16][CH2:17][CH3:18])=[O:15])=[CH:11][C:7]([O:6][CH2:3][CH2:4][CH3:5])=[N:8]2)=[CH:22][CH:21]=1. The catalyst is CN(C)C=O. (4) The reactants are [NH2:1][C:2]1[C:11]([CH2:12][C:13]2[CH:18]=[CH:17][CH:16]=[CH:15][CH:14]=2)=[N:10][C:9]2[C:8]3[CH:19]=[CH:20][C:21]([O:23]C)=[CH:22][C:7]=3[CH:6]=[CH:5][C:4]=2[N:3]=1.Cl.[NH+]1C=CC=CC=1. The catalyst is O. The product is [NH2:1][C:2]1[C:11]([CH2:12][C:13]2[CH:18]=[CH:17][CH:16]=[CH:15][CH:14]=2)=[N:10][C:9]2[C:8]3[CH:19]=[CH:20][C:21]([OH:23])=[CH:22][C:7]=3[CH:6]=[CH:5][C:4]=2[N:3]=1. The yield is 0.465. (5) The reactants are [CH3:1][O:2][C:3]1[CH:17]=[CH:16][C:6]([CH2:7][N:8]2[CH:12]=[C:11]([C:13]([OH:15])=O)[CH:10]=[N:9]2)=[CH:5][CH:4]=1.C(Cl)(=O)C(Cl)=O.Cl.[CH3:25][NH:26][O:27][CH3:28].CCN(CC)CC. The catalyst is C(Cl)Cl.CN(C=O)C. The product is [CH3:28][O:27][N:26]([CH3:25])[C:13]([C:11]1[CH:10]=[N:9][N:8]([CH2:7][C:6]2[CH:5]=[CH:4][C:3]([O:2][CH3:1])=[CH:17][CH:16]=2)[CH:12]=1)=[O:15]. The yield is 0.940. (6) The reactants are C([O:3][C:4]([C:6]1[NH:7][C:8]2[C:13]([CH:14]=1)=[CH:12][C:11]([Cl:15])=[CH:10][C:9]=2[CH2:16][N:17]1[CH2:22][CH2:21][O:20][CH2:19][CH2:18]1)=[O:5])C.O[Li].O.Cl. The catalyst is C1COCC1.CCO.O. The product is [Cl:15][C:11]1[CH:12]=[C:13]2[C:8](=[C:9]([CH2:16][N:17]3[CH2:22][CH2:21][O:20][CH2:19][CH2:18]3)[CH:10]=1)[NH:7][C:6]([C:4]([OH:5])=[O:3])=[CH:14]2. The yield is 0.250. (7) The reactants are [CH3:1][O:2][C:3]1[CH:4]=[C:5]2[C:10](=[CH:11][C:12]=1[O:13][CH3:14])[N:9]=[CH:8][N:7]=[C:6]2[O:15][C:16]1[CH:22]=[CH:21][C:19]([NH2:20])=[CH:18][CH:17]=1.Cl[C:24](Cl)([O:26]C(=O)OC(Cl)(Cl)Cl)Cl.[N:35]1([CH2:41][CH2:42][CH:43]([OH:47])[CH2:44][CH2:45][CH3:46])[CH2:40][CH2:39][CH2:38][CH2:37][CH2:36]1.C(=O)(O)[O-].[Na+]. The catalyst is C(Cl)Cl.C(N(CC)CC)C.C1(C)C=CC=CC=1. The product is [CH3:1][O:2][C:3]1[CH:4]=[C:5]2[C:10](=[CH:11][C:12]=1[O:13][CH3:14])[N:9]=[CH:8][N:7]=[C:6]2[O:15][C:16]1[CH:22]=[CH:21][C:19]([NH:20][C:24](=[O:26])[O:47][CH:43]([CH2:42][CH2:41][N:35]2[CH2:40][CH2:39][CH2:38][CH2:37][CH2:36]2)[CH2:44][CH2:45][CH3:46])=[CH:18][CH:17]=1. The yield is 0.710. (8) The reactants are [Cl:1][C:2]1[C:12]2[CH2:11][CH2:10][C@H:9]([NH:13]C(=O)C)[CH2:8][CH:7](O)[C:6]=2[C:5]([O:18][CH3:19])=[C:4]([N+:20]([O-:22])=[O:21])[CH:3]=1.Cl.[OH-].[Na+]. The catalyst is O. The product is [Cl:1][C:2]1[C:12]2[CH2:11][CH2:10][C@H:9]([NH2:13])[CH:8]=[CH:7][C:6]=2[C:5]([O:18][CH3:19])=[C:4]([N+:20]([O-:22])=[O:21])[CH:3]=1. The yield is 0.500. (9) The reactants are [CH3:1][O:2][C:3]1[C:4]([N:18]2[CH2:23][CH2:22][O:21][CH2:20][CH2:19]2)=[N:5][C:6]([C:9]2[CH:14]=[CH:13][C:12]([N+:15]([O-])=O)=[CH:11][CH:10]=2)=[N:7][CH:8]=1. The catalyst is [Pd].CO.CC(=O)OCC. The product is [CH3:1][O:2][C:3]1[C:4]([N:18]2[CH2:23][CH2:22][O:21][CH2:20][CH2:19]2)=[N:5][C:6]([C:9]2[CH:14]=[CH:13][C:12]([NH2:15])=[CH:11][CH:10]=2)=[N:7][CH:8]=1. The yield is 0.830. (10) The reactants are [Cl:1][C:2]1[C:7](F)=[C:6]([C:9]2[C:10]([NH:16][CH:17]3[CH2:21][CH2:20][CH2:19][CH2:18]3)=[N:11][C:12]([NH2:15])=[N:13][CH:14]=2)[CH:5]=[CH:4][N:3]=1.[Li+].C[Si]([N-][Si](C)(C)C)(C)C.C1COCC1.C([O-])(O)=O.[Na+]. The catalyst is O1CCOCC1. The product is [Cl:1][C:2]1[C:7]2[N:16]([CH:17]3[CH2:21][CH2:20][CH2:19][CH2:18]3)[C:10]3[N:11]=[C:12]([NH2:15])[N:13]=[CH:14][C:9]=3[C:6]=2[CH:5]=[CH:4][N:3]=1. The yield is 0.552.